Dataset: Full USPTO retrosynthesis dataset with 1.9M reactions from patents (1976-2016). Task: Predict the reactants needed to synthesize the given product. (1) Given the product [F:1][C:2]1[CH:16]=[CH:15][C:5]([CH:6]([NH:22][CH3:20])[C:8]2[CH:13]=[CH:12][C:11]([F:14])=[CH:10][CH:9]=2)=[CH:4][CH:3]=1, predict the reactants needed to synthesize it. The reactants are: [F:1][C:2]1[CH:16]=[CH:15][C:5]([C:6]([C:8]2[CH:13]=[CH:12][C:11]([F:14])=[CH:10][CH:9]=2)=O)=[CH:4][CH:3]=1.Cl.CN.[CH2:20]([N:22](CC)CC)C.[BH4-].[Na+]. (2) Given the product [CH2:33]([N:19]([CH2:28][CH3:29])[C:20](=[O:24])[C:21]([C:22]#[N:23])=[CH:7][C:6]1[CH:9]=[C:10]([N+:13]([O-:15])=[O:14])[C:11]([OH:12])=[C:4]([O:3][CH3:1])[CH:5]=1)[CH3:34], predict the reactants needed to synthesize it. The reactants are: [CH2:1]([O:3][C:4]1[CH:5]=[C:6]([CH:9]=[C:10]([N+:13]([O-:15])=[O:14])[C:11]=1[OH:12])[CH:7]=O)C.C(N[N:19](NCC)[C:20](=[O:24])[CH2:21][C:22]#[N:23])C.[C:28](O)(=O)[CH3:29].N1CCC[CH2:34][CH2:33]1. (3) Given the product [CH2:11]([N:4]([C:5]1[CH:10]=[CH:9][CH:8]=[CH:7][CH:6]=1)[CH2:3][CH2:2][O:20][C:19]1[CH:21]=[C:22]([OH:23])[CH:24]=[CH:25][CH:26]=1)[CH3:12], predict the reactants needed to synthesize it. The reactants are: Cl[CH2:2][CH2:3][N:4]([CH2:11][CH3:12])[C:5]1[CH:10]=[CH:9][CH:8]=[CH:7][CH:6]=1.C([O-])([O-])=O.[K+].[K+].[C:19]1([CH:26]=[CH:25][CH:24]=[C:22]([OH:23])[CH:21]=1)[OH:20]. (4) Given the product [Cl:8][C:6]1[N:7]=[C:2]([N:22]2[C:21]3[CH:26]=[CH:27][C:18]([O:17][CH3:16])=[CH:19][C:20]=3[O:25][CH2:24][CH2:23]2)[C:3](=[O:15])[N:4]([C@@H:9]([CH:12]2[CH2:14][CH2:13]2)[CH2:10][CH3:11])[CH:5]=1, predict the reactants needed to synthesize it. The reactants are: Cl[C:2]1[C:3](=[O:15])[N:4]([C@@H:9]([CH:12]2[CH2:14][CH2:13]2)[CH2:10][CH3:11])[CH:5]=[C:6]([Cl:8])[N:7]=1.[CH3:16][O:17][C:18]1[CH:27]=[CH:26][C:21]2[NH:22][CH2:23][CH2:24][O:25][C:20]=2[CH:19]=1. (5) Given the product [NH2:37][C:16]1([C:30]#[N:31])[CH2:17][CH2:18][N:13]([S:10](/[CH:9]=[CH:8]/[C:7]2[C:6]([CH3:20])=[CH:5][C:4]([N:21]3[C:25]([CH3:26])([CH3:27])[C:24](=[O:28])[NH:23][C:22]3=[O:29])=[CH:3][C:2]=2[CH3:1])(=[O:12])=[O:11])[CH2:14][CH2:15]1, predict the reactants needed to synthesize it. The reactants are: [CH3:1][C:2]1[CH:3]=[C:4]([N:21]2[C:25]([CH3:27])([CH3:26])[C:24](=[O:28])[NH:23][C:22]2=[O:29])[CH:5]=[C:6]([CH3:20])[C:7]=1/[CH:8]=[CH:9]/[S:10]([N:13]1[CH2:18][CH2:17][C:16](=O)[CH2:15][CH2:14]1)(=[O:12])=[O:11].[C-:30]#[N:31].[K+].C([O-])(=O)C.[NH4+:37]. (6) The reactants are: [BH4-].[Na+].[F:3][C:4]([F:16])([F:15])[O:5][C:6]1[CH:14]=[CH:13][C:9]([C:10](O)=[O:11])=[CH:8][CH:7]=1.B(F)(F)F.CCOCC. Given the product [F:3][C:4]([F:15])([F:16])[O:5][C:6]1[CH:7]=[CH:8][C:9]([CH2:10][OH:11])=[CH:13][CH:14]=1, predict the reactants needed to synthesize it. (7) Given the product [NH2:5][S:6]([NH:9][C:10]([C:12]1([C:28]2[CH:33]=[CH:32][CH:31]=[C:30]([O:34][CH3:35])[CH:29]=2)[CH2:17][CH2:16][N:15]([C:18]2[N:23]=[C:22]([C:24]([F:25])([F:26])[F:27])[CH:21]=[CH:20][N:19]=2)[CH2:14][CH2:13]1)=[O:11])(=[O:8])=[O:7], predict the reactants needed to synthesize it. The reactants are: C([NH:5][S:6]([NH:9][C:10]([C:12]1([C:28]2[CH:33]=[CH:32][CH:31]=[C:30]([O:34][CH3:35])[CH:29]=2)[CH2:17][CH2:16][N:15]([C:18]2[N:23]=[C:22]([C:24]([F:27])([F:26])[F:25])[CH:21]=[CH:20][N:19]=2)[CH2:14][CH2:13]1)=[O:11])(=[O:8])=[O:7])(C)(C)C.FC(F)(F)C(O)=O. (8) Given the product [Cl:19][C:18]1[C:17]2[C:12](=[CH:13][CH:14]=[CH:15][CH:16]=2)[N:11]=[CH:10][C:9]=1[NH:8][C:24](=[O:25])[CH2:23][O:22][CH2:20][CH3:21], predict the reactants needed to synthesize it. The reactants are: C(N(CC)CC)C.[NH2:8][C:9]1[CH:10]=[N:11][C:12]2[C:17]([C:18]=1[Cl:19])=[CH:16][CH:15]=[CH:14][CH:13]=2.[CH2:20]([O:22][CH2:23][C:24](Cl)=[O:25])[CH3:21].C(=O)(O)[O-].[Na+]. (9) The reactants are: C1(C(C2C=CC=CC=2)=[N:8][C:9]2[C:10]([O:33][CH2:34][CH3:35])=[CH:11][CH:12]=[C:13]3[C:18]=2[CH:17]=[N:16][CH:15]=[C:14]3[CH2:19][C:20]2[CH:25]=[C:24]([O:26][CH3:27])[C:23]([O:28][CH2:29][CH3:30])=[C:22]([O:31][CH3:32])[CH:21]=2)C=CC=CC=1.[OH:42]N1C(=O)C2=CC=CC=C2C1=O.[O-][Cl:55]=O.[Na+].CC#N. Given the product [ClH:55].[NH2:8][C:9]1[C:10]([O:33][CH2:34][CH3:35])=[CH:11][CH:12]=[C:13]2[C:18]=1[CH:17]=[N:16][CH:15]=[C:14]2[C:19]([C:20]1[CH:25]=[C:24]([O:26][CH3:27])[C:23]([O:28][CH2:29][CH3:30])=[C:22]([O:31][CH3:32])[CH:21]=1)=[O:42], predict the reactants needed to synthesize it. (10) Given the product [Cl:15][C:16]1[C:24]([C:25]([OH:27])=[O:26])=[CH:23][C:22]([CH2:29][CH2:30][O:31][CH2:32][CH3:33])=[C:21]2[C:17]=1[CH:18]=[CH:19][NH:20]2, predict the reactants needed to synthesize it. The reactants are: ClC1C(C(O)=O)=CC(C)=C2C=1C=CN2.[Cl:15][C:16]1[C:24]([C:25]([O:27]C)=[O:26])=[CH:23][C:22]([CH2:29][CH2:30][O:31][CH2:32][CH3:33])=[C:21]2[C:17]=1[CH:18]=[CH:19][NH:20]2.